Task: Binary Classification. Given a T-cell receptor sequence (or CDR3 region) and an epitope sequence, predict whether binding occurs between them.. Dataset: TCR-epitope binding with 47,182 pairs between 192 epitopes and 23,139 TCRs (1) The TCR CDR3 sequence is CASSSELTGTVYGYTF. The epitope is LPAADLDDF. Result: 0 (the TCR does not bind to the epitope). (2) The epitope is QVPLRPMTYK. The TCR CDR3 sequence is CASSPYRGPNTEAFF. Result: 1 (the TCR binds to the epitope). (3) The epitope is HPVGEADYFEY. The TCR CDR3 sequence is CASSARSGELFF. Result: 1 (the TCR binds to the epitope).